This data is from Forward reaction prediction with 1.9M reactions from USPTO patents (1976-2016). The task is: Predict the product of the given reaction. (1) Given the reactants [C:1]([C:4]1[CH:9]=[CH:8][C:7]([C:10]2[CH:15]=[CH:14][CH:13]=[CH:12][CH:11]=2)=[CH:6][CH:5]=1)(=[O:3])[CH3:2].[H-].[Na+].[CH2:18]([O:20][C:21](=O)[O:22]CC)[CH3:19], predict the reaction product. The product is: [C:7]1([C:10]2[CH:15]=[CH:14][CH:13]=[CH:12][CH:11]=2)[CH:8]=[CH:9][C:4]([C:1](=[O:3])[CH2:2][C:21]([O:20][CH2:18][CH3:19])=[O:22])=[CH:5][CH:6]=1. (2) Given the reactants [F:1][C:2]1[C:19]2[C:18](F)([F:20])[C:17]3[C:16](F)([F:22])[C:15]4[C:10](=[C:11]([F:27])[C:12]([F:26])=[C:13]([F:25])[C:14]=4[F:24])[C:9](F)([F:28])[C:8]=3[C:7](F)([F:30])[C:6]=2[C:5]([F:32])=[C:4]([F:33])[C:3]=1[F:34].FC1C2C(F)(F)C3C(=C(F)C4C(C=3F)=C(F)C(F)=C(F)C=4F)C(F)(F)C=2C(F)=C(F)C=1F, predict the reaction product. The product is: [F:20][C:18]1[C:17]2[C:8]([C:7]([F:30])=[C:6]3[C:19]=1[C:2]([F:1])=[C:3]([F:34])[C:4]([F:33])=[C:5]3[F:32])=[C:9]([F:28])[C:10]1[C:15](=[C:14]([F:24])[C:13]([F:25])=[C:12]([F:26])[C:11]=1[F:27])[C:16]=2[F:22]. (3) Given the reactants [CH3:1][O:2][C:3]1[CH:4]=[C:5]([CH:7]=[C:8]([O:10][CH3:11])[CH:9]=1)[NH2:6].Br[CH2:13][C:14]([C:16]1[CH:21]=[CH:20][C:19]([OH:22])=[C:18]([OH:23])[CH:17]=1)=[O:15].[C:24](=[O:27])(O)[O-].[Na+], predict the reaction product. The product is: [OH:23][C:18]1[CH:17]=[C:16]([C:14](=[O:15])[CH2:13][N:6]2[C:5]3[C:4](=[C:3]([O:2][CH3:1])[CH:9]=[C:8]([O:10][CH3:11])[CH:7]=3)[C:14]([C:16]3[CH:17]=[CH:18][C:19]([OH:22])=[C:24]([OH:27])[CH:21]=3)=[CH:13]2)[CH:21]=[CH:20][C:19]=1[OH:22]. (4) Given the reactants [C:1]([O:5][C:6]([N:8]1[CH2:13][CH2:12][CH:11]([O:14][C:15]2[C:20]([F:21])=[CH:19][C:18]([C:22](=O)[CH2:23][CH2:24][C:25](OCC)=[O:26])=[CH:17][C:16]=2[F:31])[CH2:10][CH2:9]1)=[O:7])([CH3:4])([CH3:3])[CH3:2].O.[NH2:33][NH2:34], predict the reaction product. The product is: [C:1]([O:5][C:6]([N:8]1[CH2:13][CH2:12][CH:11]([O:14][C:15]2[C:20]([F:21])=[CH:19][C:18]([C:22]3[CH2:23][CH2:24][C:25](=[O:26])[NH:34][N:33]=3)=[CH:17][C:16]=2[F:31])[CH2:10][CH2:9]1)=[O:7])([CH3:4])([CH3:3])[CH3:2]. (5) Given the reactants [Br:1][C:2]1[CH:11]=[C:10]2[C:5]([N:6]=[CH:7][C:8](Cl)=[N:9]2)=[CH:4][CH:3]=1.[N:13]1[CH:18]=[CH:17][C:16](B(O)O)=[CH:15][CH:14]=1.C(=O)([O-])[O-].[K+].[K+], predict the reaction product. The product is: [Br:1][C:2]1[CH:11]=[C:10]2[C:5]([N:6]=[CH:7][C:8]([C:16]3[CH:17]=[CH:18][N:13]=[CH:14][CH:15]=3)=[N:9]2)=[CH:4][CH:3]=1.